Dataset: NCI-60 drug combinations with 297,098 pairs across 59 cell lines. Task: Regression. Given two drug SMILES strings and cell line genomic features, predict the synergy score measuring deviation from expected non-interaction effect. (1) Drug 1: CN(C)N=NC1=C(NC=N1)C(=O)N. Drug 2: C1=C(C(=O)NC(=O)N1)N(CCCl)CCCl. Cell line: MALME-3M. Synergy scores: CSS=16.9, Synergy_ZIP=1.91, Synergy_Bliss=6.80, Synergy_Loewe=-6.35, Synergy_HSA=4.60. (2) Drug 1: CN(C)N=NC1=C(NC=N1)C(=O)N. Drug 2: C(=O)(N)NO. Cell line: 786-0. Synergy scores: CSS=-0.417, Synergy_ZIP=-1.28, Synergy_Bliss=-2.58, Synergy_Loewe=-4.73, Synergy_HSA=-3.95. (3) Drug 1: CC1=C2C(C(=O)C3(C(CC4C(C3C(C(C2(C)C)(CC1OC(=O)C(C(C5=CC=CC=C5)NC(=O)OC(C)(C)C)O)O)OC(=O)C6=CC=CC=C6)(CO4)OC(=O)C)OC)C)OC. Drug 2: CC=C1C(=O)NC(C(=O)OC2CC(=O)NC(C(=O)NC(CSSCCC=C2)C(=O)N1)C(C)C)C(C)C. Cell line: HCC-2998. Synergy scores: CSS=70.1, Synergy_ZIP=0.153, Synergy_Bliss=-4.10, Synergy_Loewe=-4.10, Synergy_HSA=-0.822. (4) Drug 1: C1CCC(C1)C(CC#N)N2C=C(C=N2)C3=C4C=CNC4=NC=N3. Drug 2: C1=NC2=C(N1)C(=S)N=C(N2)N. Cell line: K-562. Synergy scores: CSS=48.5, Synergy_ZIP=4.49, Synergy_Bliss=5.01, Synergy_Loewe=-10.6, Synergy_HSA=4.83. (5) Synergy scores: CSS=-1.43, Synergy_ZIP=1.09, Synergy_Bliss=1.30, Synergy_Loewe=-0.593, Synergy_HSA=-0.693. Cell line: SK-OV-3. Drug 1: CC1=C(C=C(C=C1)NC2=NC=CC(=N2)N(C)C3=CC4=NN(C(=C4C=C3)C)C)S(=O)(=O)N.Cl. Drug 2: CN1C2=C(C=C(C=C2)N(CCCl)CCCl)N=C1CCCC(=O)O.Cl.